From a dataset of Reaction yield outcomes from USPTO patents with 853,638 reactions. Predict the reaction yield, written as a fraction of the theoretical maximum amount of product (1.0 means a 100% yield; for example, 0.34 means a 34% yield). (1) The reactants are [CH3:1][O:2][C:3]1[CH:4]=[C:5]2[C:10](=[CH:11][C:12]=1[O:13][CH3:14])[N:9]=[CH:8][CH:7]=[C:6]2[O:15][C:16]1[CH:22]=[CH:21][C:19]([NH2:20])=[C:18]([CH3:23])[C:17]=1[CH3:24].Cl[C:26](Cl)([O:28]C(=O)OC(Cl)(Cl)Cl)Cl.[O:37]1[CH2:42][CH2:41][N:40]([CH2:43][CH2:44][CH:45]([OH:49])[CH2:46][CH2:47][CH3:48])[CH2:39][CH2:38]1.C(=O)(O)[O-].[Na+]. The catalyst is C(Cl)Cl.C(N(CC)CC)C.C1(C)C=CC=CC=1. The product is [CH3:1][O:2][C:3]1[CH:4]=[C:5]2[C:10](=[CH:11][C:12]=1[O:13][CH3:14])[N:9]=[CH:8][CH:7]=[C:6]2[O:15][C:16]1[CH:22]=[CH:21][C:19]([NH:20][C:26](=[O:28])[O:49][CH:45]([CH2:44][CH2:43][N:40]2[CH2:41][CH2:42][O:37][CH2:38][CH2:39]2)[CH2:46][CH2:47][CH3:48])=[C:18]([CH3:23])[C:17]=1[CH3:24]. The yield is 0.900. (2) The reactants are [CH3:1][C:2]1[CH:3]=[CH:4][CH:5]=[C:6]2[C:10]=1[NH:9][CH:8]=[CH:7]2.[CH3:11]C1C2C(=CC=CC=2)NC=1. No catalyst specified. The product is [CH3:11][N:9]1[C:10]2[C:6](=[CH:5][CH:4]=[CH:3][C:2]=2[CH3:1])[CH:7]=[CH:8]1. The yield is 0.900. (3) The reactants are Br[C:2]1[O:6][C:5]([C:7]([O:9][CH3:10])=[O:8])=[CH:4][CH:3]=1.C([O-])([O-])=O.[Na+].[Na+].[S:17]1[CH:21]=[CH:20][CH:19]=[C:18]1B(O)O. The catalyst is C1C=CC([P]([Pd]([P](C2C=CC=CC=2)(C2C=CC=CC=2)C2C=CC=CC=2)([P](C2C=CC=CC=2)(C2C=CC=CC=2)C2C=CC=CC=2)[P](C2C=CC=CC=2)(C2C=CC=CC=2)C2C=CC=CC=2)(C2C=CC=CC=2)C2C=CC=CC=2)=CC=1. The product is [S:17]1[CH:21]=[CH:20][CH:19]=[C:18]1[C:2]1[O:6][C:5]([C:7]([O:9][CH3:10])=[O:8])=[CH:4][CH:3]=1. The yield is 0.910.